Task: Predict the reactants needed to synthesize the given product.. Dataset: Full USPTO retrosynthesis dataset with 1.9M reactions from patents (1976-2016) (1) Given the product [OH:1][C:2]1[CH:3]=[C:4]2[C:8](=[CH:9][CH:10]=1)[NH:7][C:6]([C:16]([N:18]1[CH2:19][CH2:20][O:21][CH2:22][CH2:23]1)=[O:17])=[CH:5]2, predict the reactants needed to synthesize it. The reactants are: [OH:1][C:2]1[CH:3]=[C:4]2[C:8](=[CH:9][CH:10]=1)[N:7](CC(F)(F)F)[C:6]([C:16]([N:18]1[CH2:23][CH2:22][O:21][CH2:20][CH2:19]1)=[O:17])=[CH:5]2.OC1C=C2C(=CC=1)NC(C(O)=O)=C2.N1CCOCC1. (2) Given the product [CH2:1]([O:8][C:9]1[CH:14]=[C:13]([CH2:15][C:16]2[CH:21]=[CH:20][CH:19]=[C:18]([O:22][CH2:23][C:24]3[CH:29]=[CH:28][CH:27]=[CH:26][CH:25]=3)[N:17]=2)[CH:12]=[CH:11][C:10]=1[N:30]1[S:34](=[O:35])(=[O:36])[NH:33][C:32](=[O:43])[CH2:31]1)[C:2]1[CH:3]=[CH:4][CH:5]=[CH:6][CH:7]=1, predict the reactants needed to synthesize it. The reactants are: [CH2:1]([O:8][C:9]1[CH:14]=[C:13]([CH2:15][C:16]2[CH:21]=[CH:20][CH:19]=[C:18]([O:22][CH2:23][C:24]3[CH:29]=[CH:28][CH:27]=[CH:26][CH:25]=3)[N:17]=2)[CH:12]=[CH:11][C:10]=1[N:30]1[S:34](=[O:36])(=[O:35])[N:33](CC[Si](C)(C)C)[C:32](=[O:43])[CH2:31]1)[C:2]1[CH:7]=[CH:6][CH:5]=[CH:4][CH:3]=1.[F-].[Cs+]. (3) Given the product [Br:1][C:2]1[C:3]([O:10][CH3:11])=[C:4]([CH:7]=[CH:8][CH:9]=1)[CH:5]=[O:6], predict the reactants needed to synthesize it. The reactants are: [Br:1][C:2]1[C:3]([OH:10])=[C:4]([CH:7]=[CH:8][CH:9]=1)[CH:5]=[O:6].[C:11]([O-])([O-])=O.[K+].[K+].CI.